From a dataset of Tyrosyl-DNA phosphodiesterase HTS with 341,365 compounds. Binary Classification. Given a drug SMILES string, predict its activity (active/inactive) in a high-throughput screening assay against a specified biological target. (1) The compound is O=C1Nc2c(N(C1)C(=O)c1ccccc1)cccc2. The result is 0 (inactive). (2) The compound is O1N=C(CC1C(=O)N1CCCc2c1cccc2)c1ccc(OC)cc1. The result is 0 (inactive). (3) The compound is s1c(NC(=O)C2CCCN(C2)c2ncccn2)nnc1C. The result is 0 (inactive). (4) The compound is S(=O)(=O)(CCC(=O)N1CC(N(CC1)c1cc(ccc1)C)C)c1cc2c(N(C(=O)C2)C)cc1. The result is 0 (inactive). (5) The drug is O(CC(=O)NCCC=1CCCCC1)C(=O)/C=C\c1cc(OC)c(OC)cc1. The result is 0 (inactive). (6) The compound is S(=O)(=O)(N1CCCC1)c1ccc(cc1)C(=O)NCC(=O)N\N=C\c1c(OC)ccc(OC)c1. The result is 0 (inactive).